From a dataset of Forward reaction prediction with 1.9M reactions from USPTO patents (1976-2016). Predict the product of the given reaction. (1) Given the reactants [Cl:1][C:2]1[CH:3]=[C:4]([CH:9]=[C:10]([Cl:12])[CH:11]=1)[C:5]([NH:7][CH3:8])=[O:6].CN(C)CCN(C)C.C([Li])CCC.[C:26](=[O:28])=[O:27], predict the reaction product. The product is: [Cl:1][C:2]1[CH:11]=[C:10]([Cl:12])[CH:9]=[C:4]([C:5](=[O:6])[NH:7][CH3:8])[C:3]=1[C:26]([OH:28])=[O:27]. (2) Given the reactants C[N+](C)(C)C1C=CC=CC=1.[C:11]([C:14]1[CH:15]=[CH:16][C:17]([C:20]([NH:22][CH2:23][CH2:24][C:25]([F:28])([F:27])[F:26])=[O:21])=[N:18][CH:19]=1)(=O)[CH3:12].CO.[C:31]([NH2:34])(=[S:33])[CH3:32], predict the reaction product. The product is: [CH3:32][C:31]1[S:33][CH:12]=[C:11]([C:14]2[CH:15]=[CH:16][C:17]([C:20]([NH:22][CH2:23][CH2:24][C:25]([F:28])([F:27])[F:26])=[O:21])=[N:18][CH:19]=2)[N:34]=1.